From a dataset of Reaction yield outcomes from USPTO patents with 853,638 reactions. Predict the reaction yield, written as a fraction of the theoretical maximum amount of product (1.0 means a 100% yield; for example, 0.34 means a 34% yield). The reactants are [C:1](=[O:17])([O:15][CH3:16])[O:2][C:3]1[CH:8]=[CH:7][C:6]([Cl:9])=[CH:5][C:4]=1[CH:10]1[CH2:14][CH2:13][CH2:12][CH2:11]1.OS(O)(=O)=O.[N+:23]([O-])([O-:25])=[O:24].[K+]. No catalyst specified. The product is [C:1](=[O:17])([O:15][CH3:16])[O:2][C:3]1[CH:8]=[C:7]([N+:23]([O-:25])=[O:24])[C:6]([Cl:9])=[CH:5][C:4]=1[CH:10]1[CH2:14][CH2:13][CH2:12][CH2:11]1. The yield is 0.870.